Task: Predict the reactants needed to synthesize the given product.. Dataset: Full USPTO retrosynthesis dataset with 1.9M reactions from patents (1976-2016) (1) Given the product [Cl:30][C:3]1[C:2]([C:36]2[CH:35]=[CH:34][CH:33]=[C:32]([F:31])[CH:37]=2)=[CH:7][C:6]([N:8]2[C:17]3[C:12](=[CH:13][C:14]([S:18]([NH:21][C:22]4[CH:26]=[CH:25][O:24][N:23]=4)(=[O:20])=[O:19])=[CH:15][CH:16]=3)[CH:11]=[CH:10][C:9]2=[O:27])=[C:5]([O:28][CH3:29])[CH:4]=1, predict the reactants needed to synthesize it. The reactants are: Br[C:2]1[C:3]([Cl:30])=[CH:4][C:5]([O:28][CH3:29])=[C:6]([N:8]2[C:17]3[C:12](=[CH:13][C:14]([S:18]([NH:21][C:22]4[CH:26]=[CH:25][O:24][N:23]=4)(=[O:20])=[O:19])=[CH:15][CH:16]=3)[CH:11]=[CH:10][C:9]2=[O:27])[CH:7]=1.[F:31][C:32]1[CH:33]=[C:34](B(O)O)[CH:35]=[CH:36][CH:37]=1.C(=O)([O-])[O-].[K+].[K+].[Cl-].[NH4+]. (2) The reactants are: [NH2:1][C:2]1[N:3]=[C:4]([CH3:10])[C:5]([C:8]#[N:9])=[N:6][CH:7]=1.[CH3:11][C:12]([O:15][C:16](O[C:16]([O:15][C:12]([CH3:14])([CH3:13])[CH3:11])=[O:17])=[O:17])([CH3:14])[CH3:13]. Given the product [C:8]([C:5]1[N:6]=[CH:7][C:2]([NH:1][C:16](=[O:17])[O:15][C:12]([CH3:14])([CH3:13])[CH3:11])=[N:3][C:4]=1[CH3:10])#[N:9], predict the reactants needed to synthesize it. (3) Given the product [CH:1]1([C:4]([N:6]2[CH2:10][CH2:9][C@@H:8]([CH2:11][NH2:12])[CH2:7]2)=[O:5])[CH2:2][CH2:3]1, predict the reactants needed to synthesize it. The reactants are: [CH:1]1([C:4]([N:6]2[CH2:10][CH2:9][C@@H:8]([C:11]#[N:12])[CH2:7]2)=[O:5])[CH2:3][CH2:2]1.N.C1(C(N2CC[C@@H](CNC[C@@H]3CCN(C(C4CC4)=O)C3)C2)=O)CC1. (4) Given the product [NH:18]1[CH:19]=[N:20][C:16]([C:12]2[CH:11]=[C:10]3[C:15](=[CH:14][CH:13]=2)[NH:7][N:8]=[C:9]3[C:40]2[CH:41]=[C:42]([NH:46][C:52]([C:51]3[CH:55]=[CH:56][C:48]([Cl:47])=[CH:49][CH:50]=3)=[O:53])[CH:43]=[CH:44][CH:45]=2)=[N:17]1, predict the reactants needed to synthesize it. The reactants are: O1CCCCC1[N:7]1[C:15]2[C:10](=[CH:11][C:12]([C:16]3[N:20]=[CH:19][N:18](C(C4C=CC=CC=4)(C4C=CC=CC=4)C4C=CC=CC=4)[N:17]=3)=[CH:13][CH:14]=2)[C:9]([C:40]2[CH:41]=[C:42]([NH2:46])[CH:43]=[CH:44][CH:45]=2)=[N:8]1.[Cl:47][C:48]1[CH:56]=[CH:55][C:51]([C:52](Cl)=[O:53])=[CH:50][CH:49]=1.O.